Dataset: Experimentally validated miRNA-target interactions with 360,000+ pairs, plus equal number of negative samples. Task: Binary Classification. Given a miRNA mature sequence and a target amino acid sequence, predict their likelihood of interaction. (1) The miRNA is hsa-miR-6129 with sequence UGAGGGAGUUGGGUGUAUA. The protein sequence of the target gene is MEPAAAGPGPLIVNNKQPQPPPPPPPATAQPPPGAPRAAGGLLPGGKAREFNRNQRKDSEGYSESPDLEFEYADTDKWAAELAELYSYTEGPEFLMNRKCFEEDFRIHVSDKKWTELDTNQHRTHAMRLLDGLEVTAREKRLKVARAILYVAQGTFGECSSEAEVQFWMRYNIFLLLEVGTFNALVELLNMEIDNSAACSSAVRKPAISLADSTDLRVLLNIMYLIVETVHQDCDGDKAEWRTMRQTFRAELGSPLYNNEPFAIMLFGMVTKFCSGHAPHFPMKKVLLLLWKTVLCTLGG.... Result: 0 (no interaction). (2) The miRNA is hsa-miR-152-5p with sequence AGGUUCUGUGAUACACUCCGACU. The protein sequence of the target gene is MAAPPLGRLVLTHLLVALFGMGSWAAVNGIWVELPVVVKELPEGWSLPSYLSVLVALGNLGLLLVTLWRRLARGKGEQVPIRVVQGLGIVGTGLLASLWNHVAPVAGKPYSVAFLTLAFVLALACCASNVTFLPFLSHLPPPFLRSFFLGQGLSALLPCVLALGQGVGRLECLHVPANRTTGPPIEVSPINFPERFSATTFFWVLTALLGTSAAAFQGLLLLLPSPTSEPTTGTGLRVETPGTEEEEEEEEASPLQEPPGQVAGIVSSPDPKAHQLFSSRSACLLGLLAITNALTNGVLP.... Result: 0 (no interaction). (3) The miRNA is mmu-miR-669b-5p with sequence AGUUUUGUGUGCAUGUGCAUGU. The protein sequence of the target gene is MQPLVMQGCPYTLPRCHEWHAADRFHHSSSLRNTCPQPQVRAAVTIPAPPWDGAGDPCLSPKLLNGTVGATGPLEPSAMNLCWNEIKKKSHNLRARLEAFSDLSGKLQLPLREIIDWLSQKDEELSAQLPLQGDVALVQQEKETHAAFMEEVKSKGPYISSVLESAQAFLSQHPFEELEESQSESKDTSPRQRIQNLSRFVWKQATVASELWEKLTARCVDQHRHIEHTLEHLLEIQGAMEELSSTLTQAEGVRATWEPIGDLFIDSLPEHIQAIKLFKEEFSPVKDGVKLVNDLAHQLA.... Result: 0 (no interaction). (4) The miRNA is hsa-miR-181b-5p with sequence AACAUUCAUUGCUGUCGGUGGGU. The protein sequence of the target gene is MDLKEKHLGEPPSALGLSTRKALSVLKEQLEAVLEGHLRERKKCLTWKEVWRSSFLHHSNRCSCFHWPGASLMLLAVLLLLGCCGGQPAGSRGVGLVNASALFLLLLLNLVLIGRQDRLKRREVERRLRGIIDQIQDALRDGREIQWPSAMYPDLHMPFAPSWSLHWAYRDGHLVNLPVSLLVEGDIIALRPGQESFASLRGIKDDEHIVLEPGDLFPPFSPPPSPRGEVERGPQSPQQHRLFRVLETPVIDNIRWCLDMALSRPVTALDNERFTVQSVMLHYAVPVVLAGFLITNALRF.... Result: 1 (interaction). (5) The miRNA is hsa-miR-514b-5p with sequence UUCUCAAGAGGGAGGCAAUCAU. The protein sequence of the target gene is MAASLVGKKIVFVTGNAKKLEEVIQILGDNFPCTLEAQKIDLPEYQGEPDEISIQKCREAARQVQGPVLVEDTCLCFNALGGLPGPYIKWFLQKLKPEGLHQLLAGFEDKSAYALCTFALSTGDPSQPVLLFRGQTSGQIVMPRGSRDFGWDPCFQPDGYEQTYAEMPKSEKNTISHRFRALHKLQEYFSVAAGAGDH. Result: 0 (no interaction).